Predict which catalyst facilitates the given reaction. From a dataset of Catalyst prediction with 721,799 reactions and 888 catalyst types from USPTO. (1) Reactant: [NH2:1][C:2]1[CH:11]=[C:10]2[C:5]([CH2:6][CH2:7][CH:8]([N:12]([CH2:24][CH2:25][CH2:26][N:27]3[CH2:32][CH2:31][N:30]([CH3:33])[CH2:29][CH2:28]3)[C:13]([NH:15][C:16]3[CH:21]=[CH:20][C:19]([F:22])=[C:18]([Cl:23])[CH:17]=3)=[O:14])[CH2:9]2)=[CH:4][CH:3]=1.[C:34](Cl)(=[O:38])[CH:35]([CH3:37])[CH3:36].CCN(C(C)C)C(C)C. Product: [Cl:23][C:18]1[CH:17]=[C:16]([NH:15][C:13](=[O:14])[N:12]([CH:8]2[CH2:9][C:10]3[CH:11]=[C:2]([NH:1][C:34](=[O:38])[CH:35]([CH3:37])[CH3:36])[CH:3]=[CH:4][C:5]=3[CH2:6][CH2:7]2)[CH2:24][CH2:25][CH2:26][N:27]2[CH2:28][CH2:29][N:30]([CH3:33])[CH2:31][CH2:32]2)[CH:21]=[CH:20][C:19]=1[F:22]. The catalyst class is: 2. (2) Product: [NH2:24][C:22]1[CH:21]=[CH:20][C:18]2[NH:19][C:15]([CH:11]3[CH2:12][CH2:13][CH2:14][CH:9]([NH:8][C:6](=[O:7])[C:5]4[CH:27]=[C:28]([O:30][CH3:31])[CH:29]=[C:3]([O:2][CH3:1])[CH:4]=4)[CH2:10]3)=[N:16][C:17]=2[CH:23]=1. Reactant: [CH3:1][O:2][C:3]1[CH:4]=[C:5]([CH:27]=[C:28]([O:30][CH3:31])[CH:29]=1)[C:6]([NH:8][CH:9]1[CH2:14][CH2:13][CH2:12][CH:11]([C:15]2[NH:19][C:18]3[CH:20]=[CH:21][C:22]([N+:24]([O-])=O)=[CH:23][C:17]=3[N:16]=2)[CH2:10]1)=[O:7].[H][H]. The catalyst class is: 43. (3) Reactant: C(N(CC)CC)C.Br[C:9]([F:21])([F:20])[C:10]([O:12][CH2:13][C:14]1[CH:19]=[CH:18][CH:17]=[CH:16][CH:15]=1)=[O:11].[C:22]([NH:32][CH2:33][C:34](=[O:40])[CH2:35][CH2:36][C:37]([OH:39])=[O:38])([O:24][CH2:25][C:26]1[CH:31]=[CH:30][CH:29]=[CH:28][CH:27]=1)=[O:23]. Product: [C:22]([NH:32][CH2:33][C:34](=[O:40])[CH2:35][CH2:36][C:37]([O:39][C:9]([C:10]([O:12][CH2:13][C:14]1[CH:19]=[CH:18][CH:17]=[CH:16][CH:15]=1)=[O:11])([F:21])[F:20])=[O:38])([O:24][CH2:25][C:26]1[CH:31]=[CH:30][CH:29]=[CH:28][CH:27]=1)=[O:23]. The catalyst class is: 10. (4) Reactant: [Cl:1][C:2]1[CH:7]=[C:6](Cl)[N:5]2[N:9]=[CH:10][CH:11]=[C:4]2[N:3]=1.[CH2:12]([SH:19])[C:13]1[CH:18]=[CH:17][CH:16]=[CH:15][CH:14]=1.C(N(CC)CC)C.C(#N)C. Product: [CH2:12]([S:19][C:6]1[N:5]2[N:9]=[CH:10][CH:11]=[C:4]2[N:3]=[C:2]([Cl:1])[CH:7]=1)[C:13]1[CH:18]=[CH:17][CH:16]=[CH:15][CH:14]=1. The catalyst class is: 6. (5) Reactant: [NH2:1][C:2]1[C:6]2[CH:7]=[N:8][C:9]3[CH:10]=[C:11]([O:17][CH3:18])[C:12]([O:15][CH3:16])=[CH:13][C:14]=3[C:5]=2[S:4](=O)[C:3]=1[C:20]([O:22][CH3:23])=[O:21].[F:24][C:25]1[CH:33]=[CH:32][C:28]([C:29](Cl)=[O:30])=[CH:27][CH:26]=1.CCN(CC)CC. Product: [F:24][C:25]1[CH:33]=[CH:32][C:28]([C:29]([NH:1][C:2]2[C:6]3[CH:7]=[N:8][C:9]4[CH:10]=[C:11]([O:17][CH3:18])[C:12]([O:15][CH3:16])=[CH:13][C:14]=4[C:5]=3[S:4][C:3]=2[C:20]([O:22][CH3:23])=[O:21])=[O:30])=[CH:27][CH:26]=1. The catalyst class is: 2. (6) Reactant: [F:1][C:2]1[CH:10]=[CH:9][C:8]([CH2:11][C:12]2[C:21]3[C:16](=[CH:17][CH:18]=[CH:19][CH:20]=3)[C:15](=[O:22])[NH:14][N:13]=2)=[CH:7][C:3]=1[C:4]([OH:6])=O.[CH3:23][N:24]([CH3:35])[C:25](=[O:34])[CH2:26][O:27][CH:28]1[CH2:33][CH2:32][NH:31][CH2:30][CH2:29]1.CCN(C(C)C)C(C)C. Product: [F:1][C:2]1[CH:10]=[CH:9][C:8]([CH2:11][C:12]2[C:21]3[C:16](=[CH:17][CH:18]=[CH:19][CH:20]=3)[C:15](=[O:22])[NH:14][N:13]=2)=[CH:7][C:3]=1[C:4]([N:31]1[CH2:30][CH2:29][CH:28]([O:27][CH2:26][C:25]([N:24]([CH3:35])[CH3:23])=[O:34])[CH2:33][CH2:32]1)=[O:6]. The catalyst class is: 3. (7) Reactant: [CH:1]1([CH:7]([C:12]([O:14]C)=[O:13])[C:8]([O:10]C)=[O:9])[CH2:6][CH2:5][CH2:4][CH2:3][CH2:2]1.[OH-].[Na+]. Product: [CH:1]1([CH:7]([C:12]([OH:14])=[O:13])[C:8]([OH:10])=[O:9])[CH2:2][CH2:3][CH2:4][CH2:5][CH2:6]1. The catalyst class is: 1. (8) Product: [NH2:38][CH:19]1[C@@H:18]2[N:23]([CH2:24][C@H:16]([O:15][C@@H:13]([C:5]3[CH:4]=[C:3]([C:2]([F:1])([F:35])[F:34])[CH:8]=[C:7]([C:9]([F:10])([F:12])[F:11])[CH:6]=3)[CH3:14])[C@H:17]2[C:27]2[CH:32]=[CH:31][C:30]([F:33])=[CH:29][CH:28]=2)[C:22](=[O:25])[CH2:21][CH2:20]1. Reactant: [F:1][C:2]([F:35])([F:34])[C:3]1[CH:4]=[C:5]([C@H:13]([O:15][C@H:16]2[CH2:24][N:23]3[C@@H:18]([CH:19](O)[CH2:20][CH2:21][C:22]3=[O:25])[C@@H:17]2[C:27]2[CH:32]=[CH:31][C:30]([F:33])=[CH:29][CH:28]=2)[CH3:14])[CH:6]=[C:7]([C:9]([F:12])([F:11])[F:10])[CH:8]=1.CC[N:38](CC)CC.CS(Cl)(=O)=O.[N-]=[N+]=[N-].[Na+]. The catalyst class is: 158.